The task is: Predict the reactants needed to synthesize the given product.. This data is from Full USPTO retrosynthesis dataset with 1.9M reactions from patents (1976-2016). (1) Given the product [CH3:27][O:28][C:29](=[O:33])[CH2:30][CH2:31][S:32][C:2]1[S:6][C:5]([NH:7][C:8]([N:9]([CH:20]2[CH2:25][CH2:24][CH2:23][CH2:22][CH2:21]2)[CH:10]2[CH2:15][CH2:14][CH:13]([C:16]([F:19])([F:18])[F:17])[CH2:12][CH2:11]2)=[O:26])=[N:4][CH:3]=1, predict the reactants needed to synthesize it. The reactants are: Br[C:2]1[S:6][C:5]([NH:7][C:8](=[O:26])[N:9]([CH:20]2[CH2:25][CH2:24][CH2:23][CH2:22][CH2:21]2)[CH:10]2[CH2:15][CH2:14][CH:13]([C:16]([F:19])([F:18])[F:17])[CH2:12][CH2:11]2)=[N:4][CH:3]=1.[CH3:27][O:28][C:29](=[O:33])[CH2:30][CH2:31][SH:32]. (2) Given the product [OH:14][CH2:13][CH:9]([NH:8][C:6](=[O:7])[O:5][C:1]([CH3:3])([CH3:2])[CH3:4])[CH2:10][S:11][CH3:12], predict the reactants needed to synthesize it. The reactants are: [C:1]([O:5][C:6]([NH:8][C@H:9]([C:13](OC(OCC)=O)=[O:14])[CH2:10][S:11][CH3:12])=[O:7])([CH3:4])([CH3:3])[CH3:2].[BH4-].[Na+]. (3) Given the product [Br:1][C:2]1[CH:3]=[CH:4][C:5]([CH2:6][N:7]2[C:11]3[CH:12]=[C:13]([O:16][CH2:36][C:37]4[CH:42]=[CH:41][C:40]([CH3:43])=[CH:39][N:38]=4)[CH:14]=[CH:15][C:10]=3[N:9]=[C:8]2[CH2:17][C:18]([CH3:24])([CH3:25])[C:19]([O:21][CH2:22][CH3:23])=[O:20])=[CH:26][CH:27]=1, predict the reactants needed to synthesize it. The reactants are: [Br:1][C:2]1[CH:27]=[CH:26][C:5]([CH2:6][N:7]2[C:11]3[CH:12]=[C:13]([OH:16])[CH:14]=[CH:15][C:10]=3[N:9]=[C:8]2[CH2:17][C:18]([CH3:25])([CH3:24])[C:19]([O:21][CH2:22][CH3:23])=[O:20])=[CH:4][CH:3]=1.C(=O)([O-])[O-].[Cs+].[Cs+].Cl.Cl[CH2:36][C:37]1[CH:42]=[CH:41][C:40]([CH3:43])=[CH:39][N:38]=1. (4) Given the product [Br:12][C:11]1[C:6]([NH:5][C@H:4]([CH3:14])[CH:3]=[O:2])=[N:7][C:8]([Cl:13])=[N:9][CH:10]=1, predict the reactants needed to synthesize it. The reactants are: C[O:2][C:3](=O)[C@@H:4]([CH3:14])[NH:5][C:6]1[C:11]([Br:12])=[CH:10][N:9]=[C:8]([Cl:13])[N:7]=1.[H-].C([Al+]CC(C)C)C(C)C. (5) Given the product [Cl:23][CH:2]([Cl:1])[C:3]([N:5]1[C@H:9]([CH2:10][F:11])[C@@H:8]([C:12]2[CH:20]=[CH:19][C:15]([C:16]3[O:17][N:53]=[C:43]([CH2:44][NH:45][C:46](=[O:52])[O:47][C:48]([CH3:50])([CH3:49])[CH3:51])[N:42]=3)=[CH:14][CH:13]=2)[O:7][C:6]1([CH3:22])[CH3:21])=[O:4], predict the reactants needed to synthesize it. The reactants are: [Cl:1][CH:2]([Cl:23])[C:3]([N:5]1[C@H:9]([CH2:10][F:11])[C@@H:8]([C:12]2[CH:20]=[CH:19][C:15]([C:16](O)=[O:17])=[CH:14][CH:13]=2)[O:7][C:6]1([CH3:22])[CH3:21])=[O:4].C(N1C=CN=C1)(N1C=CN=C1)=O.C([O-])(=O)C.[Na+].O[NH:42][C:43](=[NH:53])[CH2:44][NH:45][C:46](=[O:52])[O:47][C:48]([CH3:51])([CH3:50])[CH3:49]. (6) Given the product [Cl:1][C:2]1[CH:3]=[C:4]([CH:7]=[C:8]([O:10][C:11]2[C:16](=[O:17])[N:15]([CH2:18][C:19]3[CH:24]=[C:23]([CH:25]([CH:27]4[CH2:28][CH2:29]4)[OH:26])[C:22](=[O:30])[NH:21][N:20]=3)[CH:14]=[N:13][C:12]=2[C:32]([F:34])([F:35])[F:33])[CH:9]=1)[C:5]#[N:6], predict the reactants needed to synthesize it. The reactants are: [Cl:1][C:2]1[CH:3]=[C:4]([CH:7]=[C:8]([O:10][C:11]2[C:16](=[O:17])[N:15]([CH2:18][C:19]3[N:20]=[N:21][C:22]([O:30]C)=[C:23]([CH:25]([CH:27]4[CH2:29][CH2:28]4)[OH:26])[CH:24]=3)[CH:14]=[N:13][C:12]=2[C:32]([F:35])([F:34])[F:33])[CH:9]=1)[C:5]#[N:6].[Li+].[Cl-]. (7) Given the product [F:17][C:18]1[CH:19]=[C:20]([C:25]2[CH:29]=[N:28][N:27]([CH2:6][C@@H:7]([NH:9][C:10](=[O:11])[O:12][C:13]([CH3:16])([CH3:15])[CH3:14])[CH3:8])[CH:26]=2)[CH:21]=[CH:22][C:23]=1[F:24], predict the reactants needed to synthesize it. The reactants are: CS(O[CH2:6][C@@H:7]([NH:9][C:10]([O:12][C:13]([CH3:16])([CH3:15])[CH3:14])=[O:11])[CH3:8])(=O)=O.[F:17][C:18]1[CH:19]=[C:20]([C:25]2[CH:26]=[N:27][NH:28][CH:29]=2)[CH:21]=[CH:22][C:23]=1[F:24].